Task: Binary Classification. Given a T-cell receptor sequence (or CDR3 region) and an epitope sequence, predict whether binding occurs between them.. Dataset: TCR-epitope binding with 47,182 pairs between 192 epitopes and 23,139 TCRs (1) The epitope is KLNVGDYFV. The TCR CDR3 sequence is CSASEGLAYEQYF. Result: 1 (the TCR binds to the epitope). (2) The epitope is LLALHRSYL. The TCR CDR3 sequence is CASSEGLKNIQYF. Result: 0 (the TCR does not bind to the epitope). (3) The epitope is SFHSLHLLF. The TCR CDR3 sequence is CASSQLAGGTSTDTQYF. Result: 0 (the TCR does not bind to the epitope).